Regression. Given a peptide amino acid sequence and an MHC pseudo amino acid sequence, predict their binding affinity value. This is MHC class II binding data. From a dataset of Peptide-MHC class II binding affinity with 134,281 pairs from IEDB. (1) The peptide sequence is SLDISLETVAIDRPA. The MHC is HLA-DQA10102-DQB10501 with pseudo-sequence HLA-DQA10102-DQB10501. The binding affinity (normalized) is 0.474. (2) The peptide sequence is AILTHVSQIQAVDVT. The MHC is HLA-DQA10501-DQB10201 with pseudo-sequence HLA-DQA10501-DQB10201. The binding affinity (normalized) is 0.451. (3) The peptide sequence is TRRKLLLIFDALILL. The MHC is DRB1_0101 with pseudo-sequence DRB1_0101. The binding affinity (normalized) is 0.959. (4) The peptide sequence is AFKVAATAANAAP. The binding affinity (normalized) is 0.543. The MHC is DRB5_0101 with pseudo-sequence DRB5_0101. (5) The peptide sequence is QVKVPKGAPCRIPVI. The MHC is DRB1_0901 with pseudo-sequence DRB1_0901. The binding affinity (normalized) is 0. (6) The MHC is DRB1_0802 with pseudo-sequence DRB1_0802. The peptide sequence is GFTRRFKFLLNISYL. The binding affinity (normalized) is 0.0226. (7) The MHC is DRB1_1501 with pseudo-sequence DRB1_1501. The binding affinity (normalized) is 0.0923. The peptide sequence is NIRQAGVQY.